From a dataset of Peptide-MHC class I binding affinity with 185,985 pairs from IEDB/IMGT. Regression. Given a peptide amino acid sequence and an MHC pseudo amino acid sequence, predict their binding affinity value. This is MHC class I binding data. (1) The peptide sequence is IQFMHEQGY. The MHC is HLA-A31:01 with pseudo-sequence HLA-A31:01. The binding affinity (normalized) is 0.0847. (2) The peptide sequence is KGNVYVKF. The MHC is Mamu-B52 with pseudo-sequence Mamu-B52. The binding affinity (normalized) is 0.936.